Dataset: Forward reaction prediction with 1.9M reactions from USPTO patents (1976-2016). Task: Predict the product of the given reaction. (1) Given the reactants [C:1]([O:5][C@@H:6]([C:11]1[C:40]([CH3:41])=[C:39]([C:42]([CH3:44])=[CH2:43])[C:38]2=[N:45][C:35]3=[CH:36][N:37]2[C:12]=1[N:13]1[CH2:50][CH2:49][C:16]([CH3:51])([O:17][CH2:18][CH2:19][CH2:20][CH2:21][C@H:22]([CH3:48])[O:23][C:24]2[CH:25]=[CH:26][C:27]([F:47])=[CH:28][C:29]=2[C:30]2[CH:46]=[C:34]3[CH:33]=[CH:32][CH:31]=2)[CH2:15][CH2:14]1)[C:7]([O:9]C)=[O:8])([CH3:4])([CH3:3])[CH3:2].C(O[C@@H](C1C(C)=CC2=NC3=C(Cl)N2C=1N1CCC(C)(OCCCC[C@H](C)OC2C=CC(C)=CC=2C2C=C3C=CC=2)CC1)C(O)=O)(C)(C)C, predict the reaction product. The product is: [C:1]([O:5][C@@H:6]([C:11]1[C:40]([CH3:41])=[C:39]([C:42]([CH3:44])=[CH2:43])[C:38]2=[N:45][C:35]3=[CH:36][N:37]2[C:12]=1[N:13]1[CH2:14][CH2:15][C:16]([CH3:51])([O:17][CH2:18][CH2:19][CH2:20][CH2:21][C@H:22]([CH3:48])[O:23][C:24]2[CH:25]=[CH:26][C:27]([F:47])=[CH:28][C:29]=2[C:30]2[CH:46]=[C:34]3[CH:33]=[CH:32][CH:31]=2)[CH2:49][CH2:50]1)[C:7]([OH:9])=[O:8])([CH3:2])([CH3:3])[CH3:4]. (2) The product is: [Br:1][C:2]1[CH:10]=[CH:9][C:5]([C:6]([NH:22][CH3:20])=[O:7])=[C:4]([CH3:11])[CH:3]=1. Given the reactants [Br:1][C:2]1[CH:10]=[CH:9][C:5]([C:6](O)=[O:7])=[C:4]([CH3:11])[CH:3]=1.C(Cl)(=O)C(Cl)=O.CN.[CH2:20]([N:22](CC)CC)C, predict the reaction product. (3) Given the reactants [N+:1]([C:4]1[CH:12]=[CH:11][C:7]([C:8]([OH:10])=O)=[CH:6][CH:5]=1)([O-:3])=[O:2].[N:13]1([C:19]([O:21][C:22]([CH3:25])([CH3:24])[CH3:23])=[O:20])[CH2:18][CH2:17][NH:16][CH2:15][CH2:14]1.Cl.CN(C)CCCN=C=NCC.CN1CCOCC1, predict the reaction product. The product is: [N+:1]([C:4]1[CH:5]=[CH:6][C:7]([C:8]([N:16]2[CH2:15][CH2:14][N:13]([C:19]([O:21][C:22]([CH3:25])([CH3:24])[CH3:23])=[O:20])[CH2:18][CH2:17]2)=[O:10])=[CH:11][CH:12]=1)([O-:3])=[O:2]. (4) The product is: [CH3:1][N:2]([C:3]1[CH:8]=[CH:7][C:6]([C:9]2[N:14]=[C:13]([N:15]3[CH2:20][CH2:19][O:18][CH2:17][C@@H:16]3[CH3:21])[CH:12]=[C:11]([CH2:22][S:23]([CH3:26])(=[O:25])=[O:24])[N:10]=2)=[CH:5][CH:4]=1)[C:32]([C:31]1[O:27][N:28]=[CH:29][CH:30]=1)=[O:33]. Given the reactants [CH3:1][NH:2][C:3]1[CH:8]=[CH:7][C:6]([C:9]2[N:14]=[C:13]([N:15]3[CH2:20][CH2:19][O:18][CH2:17][C@@H:16]3[CH3:21])[CH:12]=[C:11]([CH2:22][S:23]([CH3:26])(=[O:25])=[O:24])[N:10]=2)=[CH:5][CH:4]=1.[O:27]1[C:31]([C:32](O)=[O:33])=[CH:30][CH:29]=[N:28]1.CN(C(ON1N=NC2C=CC=NC1=2)=[N+](C)C)C.F[P-](F)(F)(F)(F)F.C(N(CC)CC)C, predict the reaction product. (5) Given the reactants [CH3:1][CH:2]([OH:4])[CH3:3].Cl[C:6]([O:8][CH2:9][Cl:10])=[O:7].N1C=CC=CC=1, predict the reaction product. The product is: [CH:2]([O:4][C:6](=[O:7])[O:8][CH2:9][Cl:10])([CH3:3])[CH3:1].